From a dataset of Full USPTO retrosynthesis dataset with 1.9M reactions from patents (1976-2016). Predict the reactants needed to synthesize the given product. (1) Given the product [CH3:12][CH:11]([C:3]1[CH:4]=[CH:5][CH:6]=[CH:7][C:2]=1[NH:1][C:41](=[O:42])[C:40]1[CH:44]=[CH:45][CH:46]=[CH:47][C:39]=1[Br:38])[CH2:10][CH:9]([CH3:13])[CH3:8], predict the reactants needed to synthesize it. The reactants are: [NH2:1][C:2]1[CH:7]=[CH:6][CH:5]=[CH:4][CH:3]=1.[CH3:8][C:9](C)([CH3:13])[CH2:10][CH:11]=[CH2:12].FC(F)(F)C1C=CC=CC=1C(Cl)=O.ClC1C=CC=CC=1C(Cl)=O.[Br:38][C:39]1[CH:47]=[CH:46][CH:45]=[CH:44][C:40]=1[C:41](Cl)=[O:42].IC1C=CC=CC=1C(Cl)=O. (2) The reactants are: C(N(CC)CC)C.F[B-](F)(F)F.[C:13]([C:15](=NOC(N(C)C)=[N+](C)C)[C:16](OCC)=O)#[N:14].[CH2:30]([O:32][C:33]([C:35]([CH3:46])=[CH:36][C:37]1[CH:45]=[CH:44][CH:43]=[CH:42][C:38]=1[C:39]([OH:41])=O)=[O:34])[CH3:31].C(N)CC. Given the product [CH3:46][C:35](=[CH:36][C:37]1[CH:45]=[CH:44][CH:43]=[CH:42][C:38]=1[C:39](=[O:41])[NH:14][CH2:13][CH2:15][CH3:16])[C:33]([O:32][CH2:30][CH3:31])=[O:34], predict the reactants needed to synthesize it. (3) Given the product [CH3:26][O:27][C:28](=[O:31])[CH2:29][NH:30][C:15]([C:12]1[S:11][C:10]([NH:9][C:8]([N:7]([CH:19]2[CH2:24][CH2:23][CH2:22][CH2:21][CH2:20]2)[CH:1]2[CH2:6][CH2:5][CH2:4][CH2:3][CH2:2]2)=[O:18])=[N:14][CH:13]=1)=[O:16], predict the reactants needed to synthesize it. The reactants are: [CH:1]1([N:7]([CH:19]2[CH2:24][CH2:23][CH2:22][CH2:21][CH2:20]2)[C:8](=[O:18])[NH:9][C:10]2[S:11][C:12]([C:15](O)=[O:16])=[CH:13][N:14]=2)[CH2:6][CH2:5][CH2:4][CH2:3][CH2:2]1.Cl.[CH3:26][O:27][C:28](=[O:31])[CH2:29][NH2:30].